From a dataset of CYP1A2 inhibition data for predicting drug metabolism from PubChem BioAssay. Regression/Classification. Given a drug SMILES string, predict its absorption, distribution, metabolism, or excretion properties. Task type varies by dataset: regression for continuous measurements (e.g., permeability, clearance, half-life) or binary classification for categorical outcomes (e.g., BBB penetration, CYP inhibition). Dataset: cyp1a2_veith. The molecule is N#C/C(=C\c1ccccc1)c1nc2ncccc2[nH]1. The result is 1 (inhibitor).